From a dataset of Full USPTO retrosynthesis dataset with 1.9M reactions from patents (1976-2016). Predict the reactants needed to synthesize the given product. Given the product [CH:24]1([C:21]2[CH:22]=[N:23][C:11]([NH:10][C:5]3[CH:6]=[CH:7][CH:8]=[C:9]4[C:4]=3[CH:3]=[CH:2][N:1]4[CH2:34][CH2:35][O:36][CH3:37])=[C:12]([CH:20]=2)[C:13]([O:15][C:16]([CH3:18])([CH3:19])[CH3:17])=[O:14])[CH2:26][CH2:25]1, predict the reactants needed to synthesize it. The reactants are: [NH:1]1[C:9]2[C:4](=[C:5]([NH:10][C:11]3[N:23]=[CH:22][C:21]([CH:24]4[CH2:26][CH2:25]4)=[CH:20][C:12]=3[C:13]([O:15][C:16]([CH3:19])([CH3:18])[CH3:17])=[O:14])[CH:6]=[CH:7][CH:8]=2)[CH:3]=[CH:2]1.CC(C)([O-])C.[K+].Br[CH2:34][CH2:35][O:36][CH3:37].O.